From a dataset of Full USPTO retrosynthesis dataset with 1.9M reactions from patents (1976-2016). Predict the reactants needed to synthesize the given product. (1) Given the product [F:1][C:2]1[CH:7]=[CH:6][C:5]([C:8]2[CH:9]=[C:10]([C:11]([F:14])([F:13])[F:12])[N:23]3[N:24]=[CH:25][C:26]([C:27]#[N:28])=[C:22]3[N:21]=2)=[CH:4][C:3]=1[C:17]([F:20])([F:19])[F:18], predict the reactants needed to synthesize it. The reactants are: [F:1][C:2]1[CH:7]=[CH:6][C:5]([C:8](=O)[CH2:9][C:10](=O)[C:11]([F:14])([F:13])[F:12])=[CH:4][C:3]=1[C:17]([F:20])([F:19])[F:18].[NH2:21][C:22]1[C:26]([C:27]#[N:28])=[CH:25][NH:24][N:23]=1. (2) Given the product [F:36][C:37]([F:42])([F:41])[C:38]([OH:40])=[O:39].[CH3:1][O:2][C:3](=[O:35])[CH:4]([NH2:27])[CH2:5][CH:6]1[CH2:7][CH2:8][N:9]([CH2:12][CH2:13][CH2:14][C:15]2[N:16]=[C:17]([C:21]3[CH:22]=[CH:23][CH:24]=[CH:25][CH:26]=3)[O:18][C:19]=2[CH3:20])[CH2:10][CH2:11]1, predict the reactants needed to synthesize it. The reactants are: [CH3:1][O:2][C:3](=[O:35])[CH:4]([NH:27]C(OC(C)(C)C)=O)[CH2:5][CH:6]1[CH2:11][CH2:10][N:9]([CH2:12][CH2:13][CH2:14][C:15]2[N:16]=[C:17]([C:21]3[CH:26]=[CH:25][CH:24]=[CH:23][CH:22]=3)[O:18][C:19]=2[CH3:20])[CH2:8][CH2:7]1.[F:36][C:37]([F:42])([F:41])[C:38]([OH:40])=[O:39]. (3) Given the product [Br:1][C:2]1[C:3]([CH3:9])=[C:4]([NH:5][C:18](=[O:19])[C:17]2[CH:21]=[CH:22][C:14]([C:10]([CH3:12])([CH3:11])[CH3:13])=[CH:15][CH:16]=2)[CH:6]=[CH:7][CH:8]=1, predict the reactants needed to synthesize it. The reactants are: [Br:1][C:2]1[C:3]([CH3:9])=[C:4]([CH:6]=[CH:7][CH:8]=1)[NH2:5].[C:10]([C:14]1[CH:22]=[CH:21][C:17]([C:18](Cl)=[O:19])=[CH:16][CH:15]=1)([CH3:13])([CH3:12])[CH3:11]. (4) Given the product [Br:23][C:17]1[C:12]2[N:13]([C:9]([C:6]3[CH:7]=[CH:8][C:3]([O:2][CH3:1])=[CH:4][C:5]=3[CH3:21])=[C:10]([CH3:20])[CH:11]=2)[N:14]=[C:15]([CH3:19])[CH:16]=1, predict the reactants needed to synthesize it. The reactants are: [CH3:1][O:2][C:3]1[CH:8]=[CH:7][C:6]([C:9]2[N:13]3[N:14]=[C:15]([CH3:19])[CH:16]=[C:17](O)[C:12]3=[CH:11][C:10]=2[CH3:20])=[C:5]([CH3:21])[CH:4]=1.P(Br)(Br)[Br:23].C([O-])(O)=O.[Na+]. (5) Given the product [Cl:9][C:6]1[N:5]=[CH:4][N:3]=[C:2]([N:17]2[CH2:18][C@H:19]([CH3:23])[CH2:20][CH2:21][CH2:22][C@@H:16]2[CH3:15])[C:7]=1[F:8], predict the reactants needed to synthesize it. The reactants are: Cl[C:2]1[C:7]([F:8])=[C:6]([Cl:9])[N:5]=[CH:4][N:3]=1.C(=O)([O-])[O-].Cl.[CH3:15][C@H:16]1[CH2:22][CH2:21][CH2:20][C@@H:19]([CH3:23])[CH2:18][NH:17]1.[Cl-].[NH4+].